This data is from Full USPTO retrosynthesis dataset with 1.9M reactions from patents (1976-2016). The task is: Predict the reactants needed to synthesize the given product. (1) Given the product [F:49][C:2]([F:1])([F:50])[C:3]1[CH:4]=[C:5]([CH:42]=[C:43]([C:45]([F:48])([F:47])[F:46])[CH:44]=1)[CH2:6][N:7]([CH2:14][C:15]1[CH:20]=[C:19]([C:21]([F:22])([F:23])[F:24])[CH:18]=[CH:17][C:16]=1[C:25]1[CH:26]=[C:27]([CH2:32][NH:33][CH3:34])[CH:28]=[CH:29][C:30]=1[Cl:31])[C:8]1[N:9]=[N:10][N:11]([CH3:13])[N:12]=1, predict the reactants needed to synthesize it. The reactants are: [F:1][C:2]([F:50])([F:49])[C:3]1[CH:4]=[C:5]([CH:42]=[C:43]([C:45]([F:48])([F:47])[F:46])[CH:44]=1)[CH2:6][N:7]([CH2:14][C:15]1[CH:20]=[C:19]([C:21]([F:24])([F:23])[F:22])[CH:18]=[CH:17][C:16]=1[C:25]1[C:30]([Cl:31])=[CH:29][CH:28]=[C:27]([CH2:32][N:33](C)[C:34](=O)OC(C)(C)C)[CH:26]=1)[C:8]1[N:9]=[N:10][N:11]([CH3:13])[N:12]=1.FC(F)(F)C(O)=O. (2) Given the product [NH2:3][C:2]1[S:1][C:11]2[C:6]([N:5]=1)=[CH:7][CH:8]=[C:9]([N:12]([CH3:26])[C:13]1[CH:14]=[C:15]([NH:19][C:20](=[O:25])[C:21]([F:24])([F:22])[F:23])[CH:16]=[CH:17][CH:18]=1)[N:10]=2, predict the reactants needed to synthesize it. The reactants are: [S-:1][C:2]#[N:3].[K+].[NH2:5][C:6]1[CH:7]=[CH:8][C:9]([N:12]([CH3:26])[C:13]2[CH:14]=[C:15]([NH:19][C:20](=[O:25])[C:21]([F:24])([F:23])[F:22])[CH:16]=[CH:17][CH:18]=2)=[N:10][CH:11]=1.BrBr. (3) Given the product [Br:27][C:16]1[C:15]([C@H:9]([O:10][C:11]([CH3:14])([CH3:13])[CH3:12])[CH2:8][O:7][C:1](=[O:6])[C:2]([CH3:5])([CH3:3])[CH3:4])=[C:24]([CH3:25])[CH:23]=[C:22]2[C:17]=1[CH:18]=[CH:19][C:20]([CH3:26])=[N+:21]2[O-:36], predict the reactants needed to synthesize it. The reactants are: [C:1]([O:7][CH2:8][C@H:9]([C:15]1[C:16]([Br:27])=[C:17]2[C:22](=[CH:23][C:24]=1[CH3:25])[N:21]=[C:20]([CH3:26])[CH:19]=[CH:18]2)[O:10][C:11]([CH3:14])([CH3:13])[CH3:12])(=[O:6])[C:2]([CH3:5])([CH3:4])[CH3:3].C1C=C(Cl)C=C(C(OO)=[O:36])C=1. (4) Given the product [NH2:34][C:35]1[C:40]([C:41]#[N:42])=[C:39]([NH:18][CH2:17][C:16]2[C:7]([C:1]3[CH:6]=[CH:5][CH:4]=[CH:3][CH:2]=3)=[N:8][C:9]3[C:14]([C:15]=2[C:19]2[CH:20]=[CH:21][CH:22]=[CH:23][CH:24]=2)=[CH:13][CH:12]=[CH:11][N:10]=3)[N:38]=[CH:37][N:36]=1, predict the reactants needed to synthesize it. The reactants are: [C:1]1([C:7]2[C:16]([CH2:17][NH2:18])=[C:15]([C:19]3[CH:24]=[CH:23][CH:22]=[CH:21][CH:20]=3)[C:14]3[C:9](=[N:10][CH:11]=[CH:12][CH:13]=3)[N:8]=2)[CH:6]=[CH:5][CH:4]=[CH:3][CH:2]=1.CCN(C(C)C)C(C)C.[NH2:34][C:35]1[C:40]([C:41]#[N:42])=[C:39](Cl)[N:38]=[CH:37][N:36]=1. (5) Given the product [CH2:38]([NH:45][C:46]([N:5]1[CH2:4][CH2:3][N:2]([C:8]2[NH:9][C:10]([C:15]3[CH:20]=[CH:19][N:18]=[C:17](/[CH:21]=[CH:22]/[C:23]4[CH:28]=[CH:27][CH:26]=[CH:25][CH:24]=4)[CH:16]=3)=[CH:11][C:12]=2[C:13]#[N:14])[CH2:7][CH2:6]1)=[O:47])[C:39]1[CH:44]=[CH:43][CH:42]=[CH:41][CH:40]=1, predict the reactants needed to synthesize it. The reactants are: Cl.[N:2]1([C:8]2[NH:9][C:10]([C:15]3[CH:20]=[CH:19][N:18]=[C:17](/[CH:21]=[CH:22]/[C:23]4[CH:28]=[CH:27][CH:26]=[CH:25][CH:24]=4)[CH:16]=3)=[CH:11][C:12]=2[C:13]#[N:14])[CH2:7][CH2:6][NH:5][CH2:4][CH2:3]1.C(N(C(C)C)CC)(C)C.[CH2:38]([N:45]=[C:46]=[O:47])[C:39]1[CH:44]=[CH:43][CH:42]=[CH:41][CH:40]=1. (6) Given the product [C:3]([O:7][C:8]([N:10]1[CH2:16][CH2:15][C:14]2[C:17]([S:22][CH:23]([C:32]#[N:33])[CH3:35])=[C:18]([Cl:21])[CH:19]=[CH:20][C:13]=2[CH2:12][CH2:11]1)=[O:9])([CH3:4])([CH3:5])[CH3:6], predict the reactants needed to synthesize it. The reactants are: [OH-].[K+].[C:3]([O:7][C:8]([N:10]1[CH2:16][CH2:15][C:14]2[C:17]([S:22][C:23](=O)N(C)C)=[C:18]([Cl:21])[CH:19]=[CH:20][C:13]=2[CH2:12][CH2:11]1)=[O:9])([CH3:6])([CH3:5])[CH3:4].[H-].[Na+].BrC(C)[C:32]#[N:33].[CH3:35]O. (7) Given the product [CH2:23]([C@@H:30]1[CH2:34][O:33][C:32](=[O:35])[N:31]1[C:2]1[CH:3]=[C:4]([CH:8]2[C:17]([CH3:19])([CH3:18])[CH2:16][C:15]3[C:10](=[CH:11][CH:12]=[C:13]([C:20]([OH:22])=[O:21])[CH:14]=3)[NH:9]2)[CH:5]=[CH:6][CH:7]=1)[C:24]1[CH:25]=[CH:26][CH:27]=[CH:28][CH:29]=1, predict the reactants needed to synthesize it. The reactants are: Br[C:2]1[CH:3]=[C:4]([CH:8]2[C:17]([CH3:19])([CH3:18])[CH2:16][C:15]3[C:10](=[CH:11][CH:12]=[C:13]([C:20]([OH:22])=[O:21])[CH:14]=3)[NH:9]2)[CH:5]=[CH:6][CH:7]=1.[CH2:23]([C@@H:30]1[CH2:34][O:33][C:32](=[O:35])[NH:31]1)[C:24]1[CH:29]=[CH:28][CH:27]=[CH:26][CH:25]=1.Cl.CN(C)CC(O)=O.C(=O)([O-])[O-].[K+].[K+].